From a dataset of Forward reaction prediction with 1.9M reactions from USPTO patents (1976-2016). Predict the product of the given reaction. (1) Given the reactants I[C:2]1[CH:7]=[CH:6][N:5]=[C:4]([N:8]2[C:12]([CH3:13])=[CH:11][C:10]([C:14]([NH2:16])=[O:15])=[N:9]2)[CH:3]=1.[CH3:17][C:18]1[O:22][N:21]=[C:20]([C@:23]([OH:27])([C:25]#[CH:26])[CH3:24])[CH:19]=1, predict the reaction product. The product is: [OH:27][C@:23]([C:20]1[CH:19]=[C:18]([CH3:17])[O:22][N:21]=1)([CH3:24])[C:25]#[C:26][C:2]1[CH:7]=[CH:6][N:5]=[C:4]([N:8]2[C:12]([CH3:13])=[CH:11][C:10]([C:14]([NH2:16])=[O:15])=[N:9]2)[CH:3]=1. (2) Given the reactants [Cl:1][C:2]1[CH:3]=[C:4]([CH:8]=[CH:9][C:10]=1[C:11](=[O:26])[NH:12][C:13]1[CH:18]=[CH:17][C:16]([Cl:19])=[C:15]([C:20]2[CH:25]=[CH:24][CH:23]=[CH:22][N:21]=2)[CH:14]=1)[C:5]([OH:7])=O.[NH2:27][C:28]1[N:32]([CH3:33])[N:31]=[CH:30][CH:29]=1, predict the reaction product. The product is: [Cl:1][C:2]1[CH:3]=[C:4]([C:5]([NH:27][C:28]2[N:32]([CH3:33])[N:31]=[CH:30][CH:29]=2)=[O:7])[CH:8]=[CH:9][C:10]=1[C:11]([NH:12][C:13]1[CH:18]=[CH:17][C:16]([Cl:19])=[C:15]([C:20]2[CH:25]=[CH:24][CH:23]=[CH:22][N:21]=2)[CH:14]=1)=[O:26]. (3) Given the reactants Cl[C:2]1[CH:17]=[C:6]2[C:7]3[C:12]([CH2:13][CH2:14][N:5]2[C:4](=[O:18])[N:3]=1)=[CH:11][C:10]([O:15][CH3:16])=[CH:9][CH:8]=3.[OH:19][C:20]1[CH:26]=[CH:25][CH:24]=[C:23]([CH3:27])[C:21]=1[NH2:22], predict the reaction product. The product is: [OH:19][C:20]1[CH:26]=[CH:25][CH:24]=[C:23]([CH3:27])[C:21]=1[NH:22][C:2]1[CH:17]=[C:6]2[C:7]3[C:12]([CH2:13][CH2:14][N:5]2[C:4](=[O:18])[N:3]=1)=[CH:11][C:10]([O:15][CH3:16])=[CH:9][CH:8]=3. (4) Given the reactants [Cl-].[C:2]([CH2:5][CH:6]1[C:15]2[C:10](=[C:11]([I:16])[CH:12]=[CH:13][CH:14]=2)[CH2:9][CH2:8][N:7]1[C:17](=[O:20])[CH2:18][NH3+:19])(O)=[O:3].C(OC(NCC(N1CCC2C(=CC=CC=2I)C1CC([O-])=O)=O)=O)(C)(C)C.[Na+].Cl, predict the reaction product. The product is: [I:16][C:11]1[CH:12]=[CH:13][CH:14]=[C:15]2[C:10]=1[CH2:9][CH2:8][N:7]1[C:17](=[O:20])[CH2:18][NH:19][C:2](=[O:3])[CH:5]=[C:6]12. (5) The product is: [Cl:13][C:14]1[CH:21]=[CH:20][C:17]([CH:18]2[N:12]([C:8]3[CH:9]=[C:10]([CH3:11])[C:5]4[N:6]([C:2]([CH3:1])=[N:3][N:4]=4)[CH:7]=3)[C:28](=[O:29])[C:27]([OH:33])=[C:26]2[C:25]([CH:22]2[CH2:24][CH2:23]2)=[O:34])=[CH:16][CH:15]=1. Given the reactants [CH3:1][C:2]1[N:6]2[CH:7]=[C:8]([NH2:12])[CH:9]=[C:10]([CH3:11])[C:5]2=[N:4][N:3]=1.[Cl:13][C:14]1[CH:21]=[CH:20][C:17]([CH:18]=O)=[CH:16][CH:15]=1.[CH:22]1([C:25](=[O:34])[CH2:26][C:27](=[O:33])[C:28](OCC)=[O:29])[CH2:24][CH2:23]1, predict the reaction product.